This data is from Forward reaction prediction with 1.9M reactions from USPTO patents (1976-2016). The task is: Predict the product of the given reaction. (1) Given the reactants [N+:1]([C:4]1[CH:5]=[C:6]([CH:11]=[CH:12][C:13]=1[OH:14])[C:7]([O:9][CH3:10])=[O:8])([O-:3])=[O:2].C([NH:22][CH2:23][CH2:24]O)(OC(C)(C)C)=O.C1C=CC(P(C2C=CC=CC=2)C2C=CC=CC=2)=CC=1.CC(OC(/N=N/C(OC(C)C)=O)=O)C, predict the reaction product. The product is: [N+:1]([C:4]1[CH:5]=[C:6]([CH:11]=[CH:12][C:13]=1[O:14][CH2:24][CH2:23][NH2:22])[C:7]([O:9][CH3:10])=[O:8])([O-:3])=[O:2]. (2) Given the reactants [C:1]1([NH:7][C@H:8]([C:10]([O:12][CH2:13][CH3:14])=[O:11])[CH3:9])[CH:6]=[CH:5][CH:4]=[CH:3][CH:2]=1.[C:15](=O)([O-])[O-].[K+].[K+].IC, predict the reaction product. The product is: [CH3:15][N:7]([C:1]1[CH:6]=[CH:5][CH:4]=[CH:3][CH:2]=1)[C@H:8]([C:10]([O:12][CH2:13][CH3:14])=[O:11])[CH3:9].